From a dataset of Forward reaction prediction with 1.9M reactions from USPTO patents (1976-2016). Predict the product of the given reaction. (1) The product is: [CH2:24]([N:3]([CH2:1][CH3:2])[CH2:4][CH2:5][C:6]1[CH:14]=[C:13]2[C:9]([CH:10]=[CH:11][N:12]2[CH:37]2[CH2:38][CH2:39][O:34][CH2:35][CH2:36]2)=[CH:8][CH:7]=1)[CH3:25]. Given the reactants [CH2:1]([N:3]([CH2:24][CH3:25])[CH2:4][CH2:5][C:6]1[CH:14]=[C:13]2[C:9]([CH:10]=[CH:11][N:12]2S(C2C=CC=CC=2)(=O)=O)=[CH:8][CH:7]=1)[CH3:2].[H-].[Na+].C(=O)([O-])[O-].[K+].[K+].[O:34]1[CH2:39][CH2:38][CH:37](O)[CH2:36][CH2:35]1, predict the reaction product. (2) Given the reactants [C:1]([C@H:4]1[CH2:8][CH2:7][CH2:6][N:5]1[C:9](=[O:24])[CH2:10][CH2:11][CH2:12][CH2:13][C:14]([N:16]1[CH2:20][CH2:19][CH2:18][C@@H:17]1[C:21]([OH:23])=[O:22])=[O:15])([OH:3])=[O:2], predict the reaction product. The product is: [CH2:1]([O:22][C:21]([C@H:17]1[CH2:18][CH2:19][CH2:20][N:16]1[C:14](=[O:15])[CH2:13][CH2:12][CH2:11][CH2:10][C:9]([N:5]1[CH2:6][CH2:7][CH2:8][C@@H:4]1[C:1]([O:3][CH2:13][CH2:12][CH2:11][CH:10]=[CH2:9])=[O:2])=[O:24])=[O:23])[CH2:4][CH2:8][CH:7]=[CH2:6]. (3) Given the reactants [CH3:1][C:2]1[S:6][C:5]2[NH:7][C:8]3[CH:9]=[CH:10][CH:11]=[CH:12][C:13]=3[N:14]=[C:15]([N:16]3[CH2:21][CH2:20][N:19]([CH3:22])[CH2:18][CH2:17]3)[C:4]=2[CH:3]=1.C(N(CC)CC)C.Cl[C:31]([O:33][CH2:34][Cl:35])=[O:32], predict the reaction product. The product is: [CH3:1][C:2]1[S:6][C:5]2=[N:7][C:8]3[CH:9]=[CH:10][CH:11]=[CH:12][C:13]=3[N:14]([C:31]([O:33][CH2:34][Cl:35])=[O:32])[C:15]([N:16]3[CH2:17][CH2:18][N:19]([CH3:22])[CH2:20][CH2:21]3)=[C:4]2[CH:3]=1. (4) Given the reactants Cl[C:2]1[N:3]=[N:4][C:5]([C:8]2[C:13]([F:14])=[CH:12][CH:11]=[CH:10][N:9]=2)=[CH:6][CH:7]=1.[NH2:15][NH2:16], predict the reaction product. The product is: [F:14][C:13]1[C:8]([C:5]2[N:4]=[N:3][C:2]([NH:15][NH2:16])=[CH:7][CH:6]=2)=[N:9][CH:10]=[CH:11][CH:12]=1. (5) Given the reactants Cl[C:2]1[N:7]=[C:6](Cl)[N:5]=[C:4](Cl)[N:3]=1.[F:10][C:11]([F:15])([F:14])[CH2:12][OH:13].N1C(C)=CC(C)=CC=1C.[NH2:25][C:26]1[CH:35]=[CH:34][C:29]([C:30]([O:32][CH3:33])=[O:31])=[CH:28][CH:27]=1.CCN(C(C)C)C(C)C.Cl.[NH2:46][CH2:47][C:48]1[CH:57]=[CH:56][C:51]([C:52]([O:54][CH3:55])=[O:53])=[CH:50][CH:49]=1, predict the reaction product. The product is: [CH3:55][O:54][C:52]([C:51]1[CH:56]=[CH:57][C:48]([CH2:47][NH:46][C:2]2[N:7]=[C:6]([O:13][CH2:12][C:11]([F:15])([F:14])[F:10])[N:5]=[C:4]([NH:25][C:26]3[CH:27]=[CH:28][C:29]([C:30]([O:32][CH3:33])=[O:31])=[CH:34][CH:35]=3)[N:3]=2)=[CH:49][CH:50]=1)=[O:53]. (6) Given the reactants [N+:1]([C:4]1[CH:9]=[CH:8][C:7]([C:10](=[O:24])[CH2:11][CH2:12][C:13](C2C=CC([N+]([O-])=O)=CC=2)=[O:14])=[CH:6][CH:5]=1)([O-:3])=[O:2].[BH4-].[Na+].O, predict the reaction product. The product is: [N+:1]([C:4]1[CH:5]=[CH:6][C:7]([CH:10]([OH:24])[CH2:11][CH2:12][CH2:13][OH:14])=[CH:8][CH:9]=1)([O-:3])=[O:2].